The task is: Predict the reactants needed to synthesize the given product.. This data is from Full USPTO retrosynthesis dataset with 1.9M reactions from patents (1976-2016). (1) Given the product [CH2:2]([C:3]1[C:13]2[C:8](=[CH:9][CH:10]=[CH:11][CH:12]=2)[NH:7][C:4]=1[CH3:5])[CH3:1], predict the reactants needed to synthesize it. The reactants are: [CH:1]#[C:2][CH:3](O)[CH2:4][CH3:5].[NH2:7][C:8]1[CH:13]=[CH:12][CH:11]=[CH:10][CH:9]=1.Cl.NC1C=CC=CC=1. (2) Given the product [C:1]([O:5][C:6]([N:8]1[CH2:13][CH2:12][N:11]([C:14]2[N:22]=[C:21]([Cl:23])[N:20]=[C:19]3[C:15]=2[NH:16][C:17](=[O:28])[N:18]3[CH3:24])[CH2:10][CH2:9]1)=[O:7])([CH3:4])([CH3:3])[CH3:2], predict the reactants needed to synthesize it. The reactants are: [C:1]([O:5][C:6]([N:8]1[CH2:13][CH2:12][N:11]([C:14]2[N:22]=[C:21]([Cl:23])[N:20]=[C:19]3[C:15]=2[N:16]=[C:17](Cl)[N:18]3[CH3:24])[CH2:10][CH2:9]1)=[O:7])([CH3:4])([CH3:3])[CH3:2].C([O-])(=[O:28])C.[Na+].C(=O)(O)[O-].[Na+].Cl.